This data is from Forward reaction prediction with 1.9M reactions from USPTO patents (1976-2016). The task is: Predict the product of the given reaction. (1) Given the reactants [CH3:1][O:2][C:3]1[CH:4]=[C:5]([CH:8]=[CH:9][C:10]=1[C:11]1[O:15][CH:14]=[N:13][CH:12]=1)[CH2:6][NH2:7].[S:16]1[C:20]2[CH:21]=[CH:22][CH:23]=[CH:24][C:19]=2[C:18]([CH:25]=O)=[CH:17]1, predict the reaction product. The product is: [S:16]1[C:20]2[CH:21]=[CH:22][CH:23]=[CH:24][C:19]=2[C:18]([CH2:25][NH:7][CH2:6][C:5]2[CH:8]=[CH:9][C:10]([C:11]3[O:15][CH:14]=[N:13][CH:12]=3)=[C:3]([O:2][CH3:1])[CH:4]=2)=[CH:17]1. (2) Given the reactants COC1C=CC(C[NH:8][C:9]2[CH:14]=[C:13]([O:15][C:16]3[CH:21]=[CH:20][C:19]([NH:22][C:23]([C:25]4([C:28]([NH:30][C:31]5[CH:36]=[CH:35][C:34]([F:37])=[CH:33][CH:32]=5)=[O:29])[CH2:27][CH2:26]4)=[O:24])=[C:18]([F:38])[CH:17]=3)[CH:12]=[CH:11][N:10]=2)=CC=1.FC(F)(F)C(O)=O, predict the reaction product. The product is: [NH2:8][C:9]1[CH:14]=[C:13]([O:15][C:16]2[CH:21]=[CH:20][C:19]([NH:22][C:23]([C:25]3([C:28]([NH:30][C:31]4[CH:32]=[CH:33][C:34]([F:37])=[CH:35][CH:36]=4)=[O:29])[CH2:27][CH2:26]3)=[O:24])=[C:18]([F:38])[CH:17]=2)[CH:12]=[CH:11][N:10]=1. (3) Given the reactants [Cl:1][C:2]1[CH:10]=[CH:9][C:8]2[NH:7][C:6]3[CH2:11][CH2:12][N:13]([CH3:16])[CH2:14][CH2:15][C:5]=3[C:4]=2[CH:3]=1.N1C2C(=CC=C3C=2N=CC=C3)C=CC=1.[O-]P([O-])([O-])=O.[K+].[K+].[K+].Br[C:40]#[C:41][C:42]1[CH:47]=[CH:46][C:45]([Cl:48])=[CH:44][CH:43]=1, predict the reaction product. The product is: [Cl:1][C:2]1[CH:10]=[CH:9][C:8]2[N:7]([C:40]#[C:41][C:42]3[CH:47]=[CH:46][C:45]([Cl:48])=[CH:44][CH:43]=3)[C:6]3[CH2:11][CH2:12][N:13]([CH3:16])[CH2:14][CH2:15][C:5]=3[C:4]=2[CH:3]=1. (4) Given the reactants [Mg].C([Mg]Cl)(C)C.Br[C:8]1[CH:13]=[C:12]([F:14])[C:11]([C:15]([F:38])([F:37])[O:16][C:17]2[CH:22]=[CH:21][C:20]([C:23]3[CH:28]=[C:27]([F:29])[C:26]([O:30][C:31]([F:34])([F:33])[F:32])=[C:25]([F:35])[CH:24]=3)=[C:19]([F:36])[CH:18]=2)=[C:10]([F:39])[CH:9]=1.[CH:40](N1CCCCC1)=[O:41].Cl, predict the reaction product. The product is: [F:37][C:15]([F:38])([O:16][C:17]1[CH:22]=[CH:21][C:20]([C:23]2[CH:28]=[C:27]([F:29])[C:26]([O:30][C:31]([F:34])([F:33])[F:32])=[C:25]([F:35])[CH:24]=2)=[C:19]([F:36])[CH:18]=1)[C:11]1[C:12]([F:14])=[CH:13][C:8]([CH:40]=[O:41])=[CH:9][C:10]=1[F:39]. (5) The product is: [Cl:1][C:2]1[CH:3]=[C:4]2[C:9](=[C:10]([Cl:12])[CH:11]=1)[CH2:8][N:7]([CH3:13])[CH2:6][CH:5]2[C:14]1[CH:15]=[CH:16][C:17]([S:21]([Cl:20])(=[O:23])=[O:22])=[CH:18][CH:19]=1. Given the reactants [Cl:1][C:2]1[CH:3]=[C:4]2[C:9](=[C:10]([Cl:12])[CH:11]=1)[CH2:8][N:7]([CH3:13])[CH2:6][CH:5]2[C:14]1[CH:19]=[CH:18][CH:17]=[CH:16][CH:15]=1.[Cl:20][S:21](O)(=[O:23])=[O:22].[OH-].[Na+], predict the reaction product. (6) Given the reactants [CH3:1][C:2]1[C:14]2[C:13](=[O:15])[C:12]3[C:7](=[CH:8][CH:9]=[CH:10][CH:11]=3)[NH:6][C:5]=2[N:4]([C:16]2[CH:21]=[CH:20][CH:19]=[CH:18][N:17]=2)[N:3]=1.[H-].[Na+].I[CH2:25][CH3:26], predict the reaction product. The product is: [CH2:25]([O:15][C:13]1[C:12]2[C:7](=[CH:8][CH:9]=[CH:10][CH:11]=2)[N:6]=[C:5]2[N:4]([C:16]3[CH:21]=[CH:20][CH:19]=[CH:18][N:17]=3)[N:3]=[C:2]([CH3:1])[C:14]=12)[CH3:26]. (7) The product is: [CH2:13]([O:15][C:16]([C:18]1([CH:34]([OH:36])[CH3:35])[CH2:22][CH2:21][CH:20]([O:23][Si:24]([CH:25]([CH3:26])[CH3:27])([CH:31]([CH3:32])[CH3:33])[CH:28]([CH3:30])[CH3:29])[CH2:19]1)=[O:17])[CH3:14]. Given the reactants C(NC(C)C)(C)C.C([Li])CCC.[CH2:13]([O:15][C:16]([CH:18]1[CH2:22][CH2:21][CH:20]([O:23][Si:24]([CH:31]([CH3:33])[CH3:32])([CH:28]([CH3:30])[CH3:29])[CH:25]([CH3:27])[CH3:26])[CH2:19]1)=[O:17])[CH3:14].[CH:34](=[O:36])[CH3:35], predict the reaction product.